Dataset: Reaction yield outcomes from USPTO patents with 853,638 reactions. Task: Predict the reaction yield, written as a fraction of the theoretical maximum amount of product (1.0 means a 100% yield; for example, 0.34 means a 34% yield). The reactants are [Br:1][C:2]1[CH:7]=[CH:6][C:5]([C:8]2[O:12][N:11]=[C:10]([C:13]3[CH:14]=[CH:15][C:16]4[O:20][C:19]([C:21]5([NH:29]C(=O)OC(C)(C)C)[CH2:26][O:25]C(C)(C)[O:23][CH2:22]5)=[CH:18][C:17]=4[CH:37]=3)[N:9]=2)=[CH:4][C:3]=1[Cl:38].ClC1C=C(C2ON=C(C3C=CC4OC(C5(NC(=O)OC(C)(C)C)COC(C)(C)OC5)=CC=4C=3)N=2)C=CC=1OCCC. No catalyst specified. The product is [NH2:29][C:21]([C:19]1[O:20][C:16]2[CH:15]=[CH:14][C:13]([C:10]3[N:9]=[C:8]([C:5]4[CH:6]=[CH:7][C:2]([Br:1])=[C:3]([Cl:38])[CH:4]=4)[O:12][N:11]=3)=[CH:37][C:17]=2[CH:18]=1)([CH2:22][OH:23])[CH2:26][OH:25]. The yield is 0.390.